Predict the reaction yield, written as a fraction of the theoretical maximum amount of product (1.0 means a 100% yield; for example, 0.34 means a 34% yield). From a dataset of Reaction yield outcomes from USPTO patents with 853,638 reactions. (1) The reactants are [CH3:1][N:2]1[C:6]([N:7]2[C:11]3=[N:12][CH:13]=[C:14]([CH3:16])[CH:15]=[C:10]3[CH:9]=[CH:8]2)=[C:5]([CH2:17][CH2:18][C:19](O)=[O:20])[C:4]([CH3:22])=[N:3]1.CN(C)C=O.C(Cl)(=O)C(Cl)=O. The catalyst is O1CCCC1. The product is [CH3:1][N:2]1[C:6]([N:7]2[C:11]3=[N:12][CH:13]=[C:14]([CH3:16])[CH:15]=[C:10]3[CH:9]=[CH:8]2)=[C:5]([CH2:17][CH2:18][CH2:19][OH:20])[C:4]([CH3:22])=[N:3]1. The yield is 0.740. (2) The reactants are [NH:1]1[C:9]2[C:4](=[CH:5][CH:6]=[CH:7][CH:8]=2)[CH2:3][C:2]1=[O:10].[CH2:11](O)[CH2:12][OH:13]. The catalyst is [Ni]. The product is [OH:13][CH2:12][CH2:11][CH:3]1[C:4]2[C:9](=[CH:8][CH:7]=[CH:6][CH:5]=2)[NH:1][C:2]1=[O:10]. The yield is 0.700. (3) The reactants are C[O:2][C:3]1[C:8]2[NH:9][C:10]([C:12]3[S:13][CH:14]=[CH:15][CH:16]=3)=[N:11][C:7]=2[C:6]([C:17]([OH:19])=O)=[CH:5][CH:4]=1.[NH2:20][CH2:21][C:22]1[CH:27]=[CH:26][C:25]([S:28]([NH2:31])(=[O:30])=[O:29])=[CH:24][CH:23]=1. No catalyst specified. The product is [OH:2][C:3]1[C:8]2[NH:9][C:10]([C:12]3[S:13][CH:14]=[CH:15][CH:16]=3)=[N:11][C:7]=2[C:6]([C:17]([NH:20][CH2:21][C:22]2[CH:23]=[CH:24][C:25]([S:28](=[O:30])(=[O:29])[NH2:31])=[CH:26][CH:27]=2)=[O:19])=[CH:5][CH:4]=1. The yield is 0.190. (4) The reactants are [CH3:1][N:2]1[CH2:7][CH2:6][NH:5][CH2:4][CH2:3]1.Cl[C:9]1[N:18]2[N:19]=[C:20]([C:22]([F:25])([F:24])[F:23])[N:21]=[C:17]2[C:16]2[CH:15]=[C:14]([C:26]([F:29])([F:28])[F:27])[CH:13]=[CH:12][C:11]=2[N:10]=1. The catalyst is C(#N)C. The product is [CH3:1][N:2]1[CH2:7][CH2:6][N:5]([C:9]2[N:18]3[N:19]=[C:20]([C:22]([F:23])([F:24])[F:25])[N:21]=[C:17]3[C:16]3[CH:15]=[C:14]([C:26]([F:28])([F:29])[F:27])[CH:13]=[CH:12][C:11]=3[N:10]=2)[CH2:4][CH2:3]1. The yield is 0.900. (5) The reactants are Br[C:2]1[C:8]([C:9]([F:12])([F:11])[F:10])=[CH:7][C:5]([NH2:6])=[CH:4][C:3]=1[Cl:13].[O:14]1[CH2:19][CH2:18][N:17]([S:20]([C:23]2[CH:28]=[CH:27][C:26](B(O)O)=[CH:25][CH:24]=2)(=[O:22])=[O:21])[CH2:16][CH2:15]1.C(=O)([O-])[O-].[Na+].[Na+].O. The catalyst is C(COC)OC.C(OCC)(=O)C.C1C=CC(P(C2C=CC=CC=2)C2C=CC=CC=2)=CC=1.C1C=CC(P(C2C=CC=CC=2)C2C=CC=CC=2)=CC=1.Cl[Pd]Cl. The product is [Cl:13][C:3]1[CH:4]=[C:5]([NH2:6])[CH:7]=[C:8]([C:9]([F:12])([F:11])[F:10])[C:2]=1[C:26]1[CH:27]=[CH:28][C:23]([S:20]([N:17]2[CH2:16][CH2:15][O:14][CH2:19][CH2:18]2)(=[O:21])=[O:22])=[CH:24][CH:25]=1. The yield is 0.680. (6) The reactants are [CH2:1]([O:3][C:4]([NH:6][C:7]1[CH:8]=[C:9]([CH2:13][CH2:14][CH2:15][CH2:16][C:17]([OH:19])=O)[CH:10]=[CH:11][CH:12]=1)=[O:5])[CH3:2].O. The catalyst is C1(C)C=CC=CC=1.C(OCC)(=O)C. The product is [CH2:1]([O:3][C:4](=[O:5])[NH:6][C:7]1[CH:12]=[CH:11][C:10]2[C:17](=[O:19])[CH2:16][CH2:15][CH2:14][CH2:13][C:9]=2[CH:8]=1)[CH3:2]. The yield is 0.890. (7) The reactants are [NH2:1][CH2:2][C@H:3]([O:5][C:6]1[N:11]=[CH:10][C:9]([C:12]2[C:13]([CH3:31])=[N:14][CH:15]=[C:16]([NH:18][C:19](=[O:30])[C:20]3[CH:25]=[CH:24][CH:23]=[C:22]([C:26]([F:29])([F:28])[F:27])[CH:21]=3)[CH:17]=2)=[CH:8][C:7]=1[N:32]1[CH2:37][CH2:36][O:35][CH2:34][CH2:33]1)[CH3:4].Cl[C:39]([O:41][CH3:42])=[O:40]. The catalyst is C(Cl)Cl. The product is [CH3:42][O:41][C:39](=[O:40])[NH:1][CH2:2][C@H:3]([O:5][C:6]1[N:11]=[CH:10][C:9]([C:12]2[C:13]([CH3:31])=[N:14][CH:15]=[C:16]([NH:18][C:19](=[O:30])[C:20]3[CH:25]=[CH:24][CH:23]=[C:22]([C:26]([F:27])([F:28])[F:29])[CH:21]=3)[CH:17]=2)=[CH:8][C:7]=1[N:32]1[CH2:37][CH2:36][O:35][CH2:34][CH2:33]1)[CH3:4]. The yield is 0.320. (8) The reactants are [F:1][C@@:2]12[C:29]3([CH3:30])[C:24](=[CH:25][C:26](=[O:31])[CH:27]=[CH:28]3)[C@@H:23]([F:32])[CH2:22][CH:3]1[CH:4]1[C:13]([CH3:17])([CH2:14][CH:15]2[OH:16])[C@:7]2([C:18](=[O:21])[CH2:19][OH:20])[O:8]C(C)(C)[O:10][C@@H:6]2[CH2:5]1. The catalyst is B(F)(F)F.F.O. The product is [F:32][C@@H:23]1[C:24]2[C@:29]([CH3:30])([CH:28]=[CH:27][C:26](=[O:31])[CH:25]=2)[C@:2]2([F:1])[C@H:3]([C@H:4]3[C@:13]([CH3:17])([CH2:14][C@@H:15]2[OH:16])[C@@:7]([OH:8])([C:18](=[O:21])[CH2:19][OH:20])[C@H:6]([OH:10])[CH2:5]3)[CH2:22]1. The yield is 0.950. (9) The reactants are [CH2:1]([O:8][C:9]([N:11]1[CH2:16][CH2:15][N:14]([CH2:17][C:18]([C:20]2[CH:21]=[C:22]3[C:26](=[CH:27][C:28]=2[O:29][CH2:30][C:31]2[CH:36]=[CH:35][CH:34]=[CH:33][CH:32]=2)[NH:25][CH:24]=[C:23]3[CH3:37])=[O:19])[CH2:13][CH2:12]1)=[O:10])[C:2]1[CH:7]=[CH:6][CH:5]=[CH:4][CH:3]=1. The catalyst is CN(C(OC)OC)C. The product is [CH2:1]([O:8][C:9]([N:11]1[CH2:16][CH2:15][N:14]([C:17]([C:18]([C:20]2[CH:21]=[C:22]3[C:26](=[CH:27][C:28]=2[O:29][CH2:30][C:31]2[CH:36]=[CH:35][CH:34]=[CH:33][CH:32]=2)[NH:25][CH:24]=[C:23]3[CH3:37])=[O:19])=[CH:9][N:11]([CH3:16])[CH3:12])[CH2:13][CH2:12]1)=[O:10])[C:2]1[CH:7]=[CH:6][CH:5]=[CH:4][CH:3]=1. The yield is 0.220.